From a dataset of Full USPTO retrosynthesis dataset with 1.9M reactions from patents (1976-2016). Predict the reactants needed to synthesize the given product. Given the product [CH3:17][O:18][C:19]([CH:12]1[CH2:11][CH2:10][O:9][C:8]2[CH:15]=[C:4]([F:3])[CH:5]=[CH:6][C:7]=2[C:13]1=[O:14])=[O:20], predict the reactants needed to synthesize it. The reactants are: [H-].[Na+].[F:3][C:4]1[CH:5]=[CH:6][C:7]2[C:13](=[O:14])[CH2:12][CH2:11][CH2:10][O:9][C:8]=2[CH:15]=1.Cl.[CH3:17][O:18][C:19](=O)[O:20]C.